From a dataset of NCI-60 drug combinations with 297,098 pairs across 59 cell lines. Regression. Given two drug SMILES strings and cell line genomic features, predict the synergy score measuring deviation from expected non-interaction effect. (1) Drug 1: C1=CC(=CC=C1C#N)C(C2=CC=C(C=C2)C#N)N3C=NC=N3. Drug 2: CCCCC(=O)OCC(=O)C1(CC(C2=C(C1)C(=C3C(=C2O)C(=O)C4=C(C3=O)C=CC=C4OC)O)OC5CC(C(C(O5)C)O)NC(=O)C(F)(F)F)O. Cell line: IGROV1. Synergy scores: CSS=32.4, Synergy_ZIP=2.87, Synergy_Bliss=2.49, Synergy_Loewe=-1.43, Synergy_HSA=0.274. (2) Drug 1: C1=C(C(=O)NC(=O)N1)F. Drug 2: CCCCC(=O)OCC(=O)C1(CC(C2=C(C1)C(=C3C(=C2O)C(=O)C4=C(C3=O)C=CC=C4OC)O)OC5CC(C(C(O5)C)O)NC(=O)C(F)(F)F)O. Cell line: HCT-15. Synergy scores: CSS=33.1, Synergy_ZIP=-2.06, Synergy_Bliss=-6.98, Synergy_Loewe=-7.01, Synergy_HSA=-6.84. (3) Drug 1: CS(=O)(=O)C1=CC(=C(C=C1)C(=O)NC2=CC(=C(C=C2)Cl)C3=CC=CC=N3)Cl. Drug 2: C1=CC(=C2C(=C1NCCNCCO)C(=O)C3=C(C=CC(=C3C2=O)O)O)NCCNCCO. Cell line: LOX IMVI. Synergy scores: CSS=42.6, Synergy_ZIP=2.04, Synergy_Bliss=0.322, Synergy_Loewe=-11.6, Synergy_HSA=3.76. (4) Drug 1: C(CN)CNCCSP(=O)(O)O. Drug 2: COCCOC1=C(C=C2C(=C1)C(=NC=N2)NC3=CC=CC(=C3)C#C)OCCOC.Cl. Cell line: OVCAR-5. Synergy scores: CSS=1.08, Synergy_ZIP=-0.0157, Synergy_Bliss=-0.779, Synergy_Loewe=-7.77, Synergy_HSA=-3.29.